Dataset: Full USPTO retrosynthesis dataset with 1.9M reactions from patents (1976-2016). Task: Predict the reactants needed to synthesize the given product. (1) Given the product [N:6]1([C:11]2[CH:31]=[CH:30][C:14]([CH2:15][C:16]3[C:17]([O:28][CH3:29])=[N:18][C:19]4[C:24]([C:25]=3[Cl:26])=[CH:23][C:22]([CH:38]([C:37]3[N:33]([CH3:32])[C:34]([CH3:40])=[N:35][CH:36]=3)[OH:39])=[CH:21][CH:20]=4)=[CH:13][CH:12]=2)[CH:10]=[CH:9][CH:8]=[N:7]1, predict the reactants needed to synthesize it. The reactants are: C([Li])CCC.[N:6]1([C:11]2[CH:31]=[CH:30][C:14]([CH2:15][C:16]3[C:17]([O:28][CH3:29])=[N:18][C:19]4[C:24]([C:25]=3[Cl:26])=[CH:23][C:22](Br)=[CH:21][CH:20]=4)=[CH:13][CH:12]=2)[CH:10]=[CH:9][CH:8]=[N:7]1.[CH3:32][N:33]1[C:37]([CH:38]=[O:39])=[CH:36][N:35]=[C:34]1[CH3:40].O. (2) Given the product [F:1][C:2]1[CH:32]=[CH:31][CH:30]=[C:29]([F:33])[C:3]=1[O:4][CH2:5][CH2:6][CH2:7][O:8][C:9]1[CH:10]=[CH:11][C:12]([CH:15]2[CH2:20][CH2:19][N:18]([C:21]([O:23][C:24]([CH3:27])([CH3:25])[CH3:26])=[O:22])[CH2:17][CH:16]2[O:28][CH2:35][C:36]2[CH:37]=[CH:38][C:39]3[O:44][CH2:43][C:42](=[O:45])[N:41]([CH2:46][CH2:47][CH2:48][O:49][CH3:50])[C:40]=3[CH:51]=2)=[CH:13][CH:14]=1, predict the reactants needed to synthesize it. The reactants are: [F:1][C:2]1[CH:32]=[CH:31][CH:30]=[C:29]([F:33])[C:3]=1[O:4][CH2:5][CH2:6][CH2:7][O:8][C:9]1[CH:14]=[CH:13][C:12]([CH:15]2[CH2:20][CH2:19][N:18]([C:21]([O:23][C:24]([CH3:27])([CH3:26])[CH3:25])=[O:22])[CH2:17][CH:16]2[OH:28])=[CH:11][CH:10]=1.Cl[CH2:35][C:36]1[CH:37]=[CH:38][C:39]2[O:44][CH2:43][C:42](=[O:45])[N:41]([CH2:46][CH2:47][CH2:48][O:49][CH3:50])[C:40]=2[CH:51]=1. (3) Given the product [ClH:25].[C:27]([C:29]1[CH:30]=[C:31]([NH:32][C:13]2[N:14]=[CH:15][C:16]([C:17]([N:19]3[CH2:20][CH2:21][CH2:22][CH2:23][CH2:24]3)=[O:18])=[C:11]3[C:10]([CH3:26])=[CH:9][NH:8][C:12]=23)[CH:33]=[CH:34][CH:35]=1)#[N:28], predict the reactants needed to synthesize it. The reactants are: C(OC([N:8]1[C:12]2=[C:13]([Cl:25])[N:14]=[CH:15][C:16]([C:17]([N:19]3[CH2:24][CH2:23][CH2:22][CH2:21][CH2:20]3)=[O:18])=[C:11]2[C:10]([CH3:26])=[CH:9]1)=O)(C)(C)C.[C:27]([C:29]1[CH:30]=[C:31]([CH:33]=[CH:34][CH:35]=1)[NH2:32])#[N:28].C(OCC)C.Cl. (4) Given the product [Cl:53][C:48]1[CH:49]=[CH:50][CH:51]=[CH:52][C:47]=1[C@@H:45]([NH:44][C:42](=[O:43])/[CH:41]=[CH:40]/[C@:23]12[CH2:35][C:34](=[O:36])[C:33]([CH:37]([CH3:39])[CH3:38])=[C:24]1[C@@H:25]1[C@@:20]([CH3:54])([CH2:21][CH2:22]2)[C@@:19]2([CH3:55])[C@@H:28]([C@:29]3([CH3:32])[C@@H:16]([CH2:17][CH2:18]2)[C:15]([CH3:56])([CH3:57])[C@@H:14]([O:13][C:11](=[O:12])[CH2:10][C:2]([CH3:1])([CH3:58])[C:3]([OH:5])=[O:4])[CH2:31][CH2:30]3)[CH2:27][CH2:26]1)[CH3:46], predict the reactants needed to synthesize it. The reactants are: [CH3:1][C:2]([CH3:58])([CH2:10][C:11]([O:13][C@H:14]1[CH2:31][CH2:30][C@@:29]2([CH3:32])[C@@H:16]([CH2:17][CH2:18][C@:19]3([CH3:55])[C@@H:28]2[CH2:27][CH2:26][C@H:25]2[C@@:20]3([CH3:54])[CH2:21][CH2:22][C@@:23]3(/[CH:40]=[CH:41]/[C:42]([NH:44][C@H:45]([C:47]4[CH:52]=[CH:51][CH:50]=[CH:49][C:48]=4[Cl:53])[CH3:46])=[O:43])[CH2:35][C:34](=[O:36])[C:33]([CH:37]([CH3:39])[CH3:38])=[C:24]32)[C:15]1([CH3:57])[CH3:56])=[O:12])[C:3]([O:5]C(C)(C)C)=[O:4].FC(F)(F)C(O)=O. (5) Given the product [CH2:24]([C:9]1[CH:8]=[C:7]([CH2:6][C:5]([OH:26])=[O:4])[CH:12]=[CH:11][C:10]=1[NH:13][C:14]1[N:19]=[CH:18][C:17]2[N:20]=[CH:21][N:22]([CH3:23])[C:16]=2[CH:15]=1)[CH3:25], predict the reactants needed to synthesize it. The reactants are: [Li+].[OH-].C[O:4][C:5](=[O:26])[CH2:6][C:7]1[CH:12]=[CH:11][C:10]([NH:13][C:14]2[N:19]=[CH:18][C:17]3[N:20]=[CH:21][N:22]([CH3:23])[C:16]=3[CH:15]=2)=[C:9]([CH2:24][CH3:25])[CH:8]=1. (6) Given the product [Cl:1][C:2]1[CH:7]=[CH:6][C:5]([C:20]2[C:21](=[O:38])[O:22]/[C:23](=[CH:27]\[C:28]3[C:37]4[C:32](=[CH:33][CH:34]=[CH:35][CH:36]=4)[CH:31]=[CH:30][CH:29]=3)/[C:24]=2[O:25][CH3:26])=[CH:4][CH:3]=1, predict the reactants needed to synthesize it. The reactants are: [Cl:1][C:2]1[CH:7]=[CH:6][C:5](B(O)O)=[CH:4][CH:3]=1.[O-]P([O-])([O-])=O.[K+].[K+].[K+].Br[C:20]1[C:21](=[O:38])[O:22]/[C:23](=[CH:27]\[C:28]2[C:37]3[C:32](=[CH:33][CH:34]=[CH:35][CH:36]=3)[CH:31]=[CH:30][CH:29]=2)/[C:24]=1[O:25][CH3:26].O1CCOCC1.C1COCC1. (7) Given the product [CH2:1]([O:3][CH:4]([O:11][CH2:12][CH3:13])[CH2:5][CH2:6][NH:7][C:8]1[S:9][CH:24]=[C:25]([C:27]2[O:31][N:30]=[C:29]([C:32]3[CH:37]=[CH:36][CH:35]=[CH:34][CH:33]=3)[CH:28]=2)[N:10]=1)[CH3:2], predict the reactants needed to synthesize it. The reactants are: [CH2:1]([O:3][CH:4]([O:11][CH2:12][CH3:13])[CH2:5][CH2:6][NH:7][C:8]([NH2:10])=[S:9])[CH3:2].C(N(C(C)C)CC)(C)C.Br[CH2:24][C:25]([C:27]1[O:31][N:30]=[C:29]([C:32]2[CH:37]=[CH:36][CH:35]=[CH:34][CH:33]=2)[CH:28]=1)=O.